Dataset: Forward reaction prediction with 1.9M reactions from USPTO patents (1976-2016). Task: Predict the product of the given reaction. Given the reactants [Cl:1][C:2]1[CH:15]=[C:14]([F:16])[C:13]([N:17]2[C:22](=[O:23])[CH:21]=[C:20]([C:24]([F:27])([F:26])[F:25])[N:19]([CH3:28])[C:18]2=[O:29])=[CH:12][C:3]=1[O:4][C:5]1[CH:10]=[CH:9][CH:8]=[CH:7][C:6]=1[OH:11].C(=O)([O-])[O-].[K+].[K+].Br[CH:37]([CH3:42])[C:38]([O:40][CH3:41])=[O:39], predict the reaction product. The product is: [Cl:1][C:2]1[CH:15]=[C:14]([F:16])[C:13]([N:17]2[C:22](=[O:23])[CH:21]=[C:20]([C:24]([F:25])([F:26])[F:27])[N:19]([CH3:28])[C:18]2=[O:29])=[CH:12][C:3]=1[O:4][C:5]1[CH:10]=[CH:9][CH:8]=[CH:7][C:6]=1[O:11][CH:37]([CH3:42])[C:38]([O:40][CH3:41])=[O:39].